This data is from Catalyst prediction with 721,799 reactions and 888 catalyst types from USPTO. The task is: Predict which catalyst facilitates the given reaction. Reactant: N/[CH:2]=[N:3]/[C:4](/[NH:13][CH2:14][C:15]1[CH:20]=[CH:19][C:18]([O:21][CH3:22])=[CH:17][CH:16]=1)=[C:5](\[C:11]#[N:12])/[C:6]([O:8][CH2:9][CH3:10])=[O:7].[ClH:23]. Product: [Cl:23][C:11]1[C:5]([C:6]([O:8][CH2:9][CH3:10])=[O:7])=[C:4]([NH:13][CH2:14][C:15]2[CH:20]=[CH:19][C:18]([O:21][CH3:22])=[CH:17][CH:16]=2)[N:3]=[CH:2][N:12]=1. The catalyst class is: 6.